Task: Predict the reactants needed to synthesize the given product.. Dataset: Full USPTO retrosynthesis dataset with 1.9M reactions from patents (1976-2016) Given the product [CH2:15]([N:22]1[CH2:31][CH2:30][C:29]2[C:28]([Cl:12])=[N:27][C:26]([CH2:33][N:34]3[CH2:39][CH2:38][O:37][CH2:36][CH2:35]3)=[N:25][C:24]=2[CH2:23]1)[C:16]1[CH:21]=[CH:20][CH:19]=[CH:18][CH:17]=1, predict the reactants needed to synthesize it. The reactants are: CN(C)C1C=CC=CC=1.P(Cl)(Cl)([Cl:12])=O.[CH2:15]([N:22]1[CH2:31][CH2:30][CH:29]2[C:24](=[N:25][C:26]([CH2:33][N:34]3[CH2:39][CH2:38][O:37][CH2:36][CH2:35]3)=[N:27][C:28]2=O)[CH2:23]1)[C:16]1[CH:21]=[CH:20][CH:19]=[CH:18][CH:17]=1.C(=O)(O)[O-].[Na+].